From a dataset of Forward reaction prediction with 1.9M reactions from USPTO patents (1976-2016). Predict the product of the given reaction. (1) Given the reactants CS[C:3]1[N:4]=[C:5]([CH2:12][C:13]2[CH:17]=[CH:16][S:15][CH:14]=2)[NH:6][C:7](=[O:11])[C:8]=1[C:9]#[N:10].[CH:18]1([NH2:23])[CH2:22][CH2:21][CH2:20][CH2:19]1, predict the reaction product. The product is: [CH:18]1([NH:23][C:3]2[N:4]=[C:5]([CH2:12][C:13]3[CH:17]=[CH:16][S:15][CH:14]=3)[NH:6][C:7](=[O:11])[C:8]=2[C:9]#[N:10])[CH2:22][CH2:21][CH2:20][CH2:19]1. (2) Given the reactants [C:1]([O:5][C:6]([N:8]1[CH2:12][CH:11]([C:13]2[CH:18]=[CH:17][CH:16]=[CH:15][CH:14]=2)[CH2:10][C@H:9]1[C:19]#[N:20])=[O:7])([CH3:4])([CH3:3])[CH3:2].[N-:21]=[N+:22]=[N-:23].[Na+].[Cl-].[NH4+].C(O)(=O)CC(CC(O)=O)(C(O)=O)O, predict the reaction product. The product is: [C:1]([O:5][C:6]([N:8]1[CH2:12][CH:11]([C:13]2[CH:18]=[CH:17][CH:16]=[CH:15][CH:14]=2)[CH2:10][C@H:9]1[C:19]1[NH:23][N:22]=[N:21][N:20]=1)=[O:7])([CH3:4])([CH3:2])[CH3:3].